This data is from Full USPTO retrosynthesis dataset with 1.9M reactions from patents (1976-2016). The task is: Predict the reactants needed to synthesize the given product. (1) Given the product [CH3:27][N:28]1[CH2:29][CH:30]=[C:31]([C:6]2[C:7]3[C:12](=[CH:11][CH:10]=[C:9]([NH:13][S:14]([C:17]4[C:26]5[C:21](=[CH:22][CH:23]=[CH:24][CH:25]=5)[CH:20]=[CH:19][CH:18]=4)(=[O:15])=[O:16])[CH:8]=3)[NH:4][CH:5]=2)[CH2:32][CH2:33]1, predict the reactants needed to synthesize it. The reactants are: C[O-].[Na+].[NH:4]1[C:12]2[C:7](=[CH:8][C:9]([NH:13][S:14]([C:17]3[C:26]4[C:21](=[CH:22][CH:23]=[CH:24][CH:25]=4)[CH:20]=[CH:19][CH:18]=3)(=[O:16])=[O:15])=[CH:10][CH:11]=2)[CH:6]=[CH:5]1.[CH3:27][N:28]1[CH2:33][CH2:32][C:31](=O)[CH2:30][CH2:29]1. (2) The reactants are: [CH3:1][O:2][C:3]([C:5]1[CH:6]=[C:7]([F:24])[CH:8]=[C:9]2[C:14]=1[NH:13][CH:12]([C:15]1[CH:20]=[CH:19][CH:18]=[C:17](Br)[CH:16]=1)[CH2:11][C:10]2([CH3:23])[CH3:22])=[O:4].[F:25][C:26]1[CH:31]=[CH:30][CH:29]=[CH:28][C:27]=1[N:32]1[CH2:37][CH2:36][NH:35][CH2:34][CH2:33]1.C(=O)([O-])[O-].[Cs+].[Cs+].C(OCC)(=O)C. Given the product [CH3:1][O:2][C:3]([C:5]1[CH:6]=[C:7]([F:24])[CH:8]=[C:9]2[C:14]=1[NH:13][CH:12]([C:15]1[CH:20]=[CH:19][CH:18]=[C:17]([N:35]3[CH2:34][CH2:33][N:32]([C:27]4[CH:28]=[CH:29][CH:30]=[CH:31][C:26]=4[F:25])[CH2:37][CH2:36]3)[CH:16]=1)[CH2:11][C:10]2([CH3:23])[CH3:22])=[O:4], predict the reactants needed to synthesize it. (3) The reactants are: CCCP(O)(O)=O.CCN(C(C)C)C(C)C.[CH2:17]([O:19][P:20]([CH2:25][C:26]1[CH:31]=[CH:30][C:29]([NH:32][C:33]2[N:38]=[C:37]([NH:39][C:40]3[CH:41]=[CH:42][C:43]([C@@H:51]4[CH2:56][CH2:55][C@H:54]([C:57]([OH:59])=O)[CH2:53][CH2:52]4)=[C:44]4[C:48]=3[C:47](=[O:49])[N:46]([CH3:50])[CH2:45]4)[C:36]([C:60]([F:63])([F:62])[F:61])=[CH:35][N:34]=2)=[C:28]([O:64][CH3:65])[CH:27]=1)([O:22][CH2:23][CH3:24])=[O:21])[CH3:18].Cl.[NH2:67][OH:68]. Given the product [OH:68][NH:67][C:57]([C@@H:54]1[CH2:55][CH2:56][C@H:51]([C:43]2[CH:42]=[CH:41][C:40]([NH:39][C:37]3[C:36]([C:60]([F:63])([F:61])[F:62])=[CH:35][N:34]=[C:33]([NH:32][C:29]4[CH:30]=[CH:31][C:26]([CH2:25][P:20](=[O:21])([O:19][CH2:17][CH3:18])[O:22][CH2:23][CH3:24])=[CH:27][C:28]=4[O:64][CH3:65])[N:38]=3)=[C:48]3[C:44]=2[CH2:45][N:46]([CH3:50])[C:47]3=[O:49])[CH2:52][CH2:53]1)=[O:59], predict the reactants needed to synthesize it. (4) The reactants are: C(O[C:6]([N:8]1[CH2:12][C:11](=[N:13][O:14][CH3:15])[CH2:10][C@H:9]1[C:16]([OH:18])=O)=[O:7])(C)(C)C.[CH3:19][C:20]1[CH:25]=[CH:24][CH:23]=[CH:22][C:21]=1[C:26]1[CH:31]=[CH:30][C:29](C(O)=O)=[C:28]([CH3:35])[CH:27]=1.[N:36]1([CH2:42][CH2:43][OH:44])[CH2:41][CH2:40][NH:39][CH2:38][CH2:37]1. Given the product [CH3:15][O:14][N:13]=[C:11]1[CH2:10][C@@H:9]([C:16]([N:39]2[CH2:40][CH2:41][N:36]([CH2:42][CH2:43][OH:44])[CH2:37][CH2:38]2)=[O:18])[N:8]([C:6]([C:29]2[CH:30]=[CH:31][C:26]([C:21]3[CH:22]=[CH:23][CH:24]=[CH:25][C:20]=3[CH3:19])=[CH:27][C:28]=2[CH3:35])=[O:7])[CH2:12]1, predict the reactants needed to synthesize it. (5) The reactants are: [N:1]1[CH:6]=[CH:5][C:4]([CH2:7][NH2:8])=[N:3][CH:2]=1.Cl[CH2:10][CH2:11][N:12]([CH2:23][CH2:24]Cl)[C:13](=[O:22])[O:14][CH2:15][C:16]1[CH:21]=[CH:20][CH:19]=[CH:18][CH:17]=1.C(N(CC)C(C)C)(C)C.[I-].[Na+]. Given the product [N:1]1[CH:6]=[CH:5][C:4]([CH2:7][N:8]2[CH2:24][CH2:23][N:12]([C:13]([O:14][CH2:15][C:16]3[CH:21]=[CH:20][CH:19]=[CH:18][CH:17]=3)=[O:22])[CH2:11][CH2:10]2)=[N:3][CH:2]=1, predict the reactants needed to synthesize it. (6) Given the product [N:56]1([C:54]2[N:55]=[C:50]([C:42]3[CH:41]=[C:40]([NH2:39])[CH:45]=[CH:44][CH:43]=3)[C:51]3[CH2:64][CH2:63][N:62]([C:65]4[CH:66]=[CH:67][N:68]=[CH:69][CH:70]=4)[C:52]=3[N:53]=2)[CH2:61][CH2:60][O:59][CH2:58][CH2:57]1, predict the reactants needed to synthesize it. The reactants are: COC1C=CC=C(OC)C=1C1C=CC=CC=1P(C1CCCCC1)C1CCCCC1.P([O-])([O-])([O-])=O.[K+].[K+].[K+].O.[NH2:39][C:40]1[CH:41]=[C:42](B(O)O)[CH:43]=[CH:44][CH:45]=1.Cl[C:50]1[C:51]2[CH2:64][CH2:63][N:62]([C:65]3[CH:70]=[CH:69][N:68]=[CH:67][CH:66]=3)[C:52]=2[N:53]=[C:54]([N:56]2[CH2:61][CH2:60][O:59][CH2:58][CH2:57]2)[N:55]=1. (7) Given the product [CH3:37][C:38]1[CH:39]=[C:40]([N:44]2[CH2:49][CH2:48][CH:47]([N:15]3[CH2:19][CH2:18][C@@H:17]([NH:20][C:21](=[O:36])[CH2:22][NH:23][C:24](=[O:35])[C:25]4[CH:30]=[CH:29][CH:28]=[C:27]([C:31]([F:32])([F:34])[F:33])[CH:26]=4)[CH2:16]3)[CH2:46][CH2:45]2)[CH:41]=[CH:42][CH:43]=1, predict the reactants needed to synthesize it. The reactants are: COC1N=CC(N2CCC([N:15]3[CH2:19][CH2:18][C@@H:17]([NH:20][C:21](=[O:36])[CH2:22][NH:23][C:24](=[O:35])[C:25]4[CH:30]=[CH:29][CH:28]=[C:27]([C:31]([F:34])([F:33])[F:32])[CH:26]=4)[CH2:16]3)CC2)=CC=1.[CH3:37][C:38]1[CH:39]=[C:40]([N:44]2[CH2:49][CH2:48][C:47](=O)[CH2:46][CH2:45]2)[CH:41]=[CH:42][CH:43]=1.COC1N=CC(N2CCC(=O)CC2)=CC=1. (8) Given the product [CH2:20]([O:22][C:23]1[CH:24]=[C:25]([CH:28]=[C:29]([O:32][CH2:33][CH3:34])[C:30]=1[F:31])[CH2:26][N:17]1[CH2:18][CH2:19][CH:14]([NH:13][C:11]2[O:12][C:8]3[CH:7]=[CH:6][CH:5]=[C:4]([N+:1]([O-:3])=[O:2])[C:9]=3[N:10]=2)[CH2:15][CH2:16]1)[CH3:21], predict the reactants needed to synthesize it. The reactants are: [N+:1]([C:4]1[C:9]2[N:10]=[C:11]([NH:13][CH:14]3[CH2:19][CH2:18][NH:17][CH2:16][CH2:15]3)[O:12][C:8]=2[CH:7]=[CH:6][CH:5]=1)([O-:3])=[O:2].[CH2:20]([O:22][C:23]1[CH:24]=[C:25]([CH:28]=[C:29]([O:32][CH2:33][CH3:34])[C:30]=1[F:31])[CH:26]=O)[CH3:21].C([BH3-])#N.[Na+].C(N(C(C)C)C(C)C)C. (9) Given the product [Br:1][C:2]1[C:3]2[CH:8]=[CH:9][C:10]3[C:15](=[CH:14][CH:13]=[CH:12][CH:11]=3)[C:4]=2[CH:5]=[CH:6][CH:7]=1, predict the reactants needed to synthesize it. The reactants are: [Br:1][C:2]1[CH:7]=[CH:6][CH:5]=[CH:4][C:3]=1/[CH:8]=[CH:9]\[C:10]1[CH:15]=[CH:14][CH:13]=[CH:12][C:11]=1I.C([SnH](CCCC)CCCC)CCC.N(C(C)(C)C#N)=NC(C)(C)C#N.